Dataset: NCI-60 drug combinations with 297,098 pairs across 59 cell lines. Task: Regression. Given two drug SMILES strings and cell line genomic features, predict the synergy score measuring deviation from expected non-interaction effect. (1) Drug 1: CC1CCC2CC(C(=CC=CC=CC(CC(C(=O)C(C(C(=CC(C(=O)CC(OC(=O)C3CCCCN3C(=O)C(=O)C1(O2)O)C(C)CC4CCC(C(C4)OC)O)C)C)O)OC)C)C)C)OC. Drug 2: C(CN)CNCCSP(=O)(O)O. Cell line: DU-145. Synergy scores: CSS=28.1, Synergy_ZIP=4.98, Synergy_Bliss=15.4, Synergy_Loewe=7.67, Synergy_HSA=12.5. (2) Drug 1: C#CCC(CC1=CN=C2C(=N1)C(=NC(=N2)N)N)C3=CC=C(C=C3)C(=O)NC(CCC(=O)O)C(=O)O. Drug 2: COCCOC1=C(C=C2C(=C1)C(=NC=N2)NC3=CC=CC(=C3)C#C)OCCOC.Cl. Cell line: MALME-3M. Synergy scores: CSS=2.92, Synergy_ZIP=0.219, Synergy_Bliss=-0.231, Synergy_Loewe=0.606, Synergy_HSA=-1.92. (3) Drug 1: CC(C)(C#N)C1=CC(=CC(=C1)CN2C=NC=N2)C(C)(C)C#N. Drug 2: COC1=C2C(=CC3=C1OC=C3)C=CC(=O)O2. Cell line: NCI-H226. Synergy scores: CSS=-5.30, Synergy_ZIP=1.58, Synergy_Bliss=-0.792, Synergy_Loewe=-3.26, Synergy_HSA=-3.94. (4) Drug 1: COC1=C2C(=CC3=C1OC=C3)C=CC(=O)O2. Drug 2: C1C(C(OC1N2C=NC(=NC2=O)N)CO)O. Cell line: K-562. Synergy scores: CSS=16.4, Synergy_ZIP=2.17, Synergy_Bliss=-0.691, Synergy_Loewe=-20.0, Synergy_HSA=-3.66.